From a dataset of Forward reaction prediction with 1.9M reactions from USPTO patents (1976-2016). Predict the product of the given reaction. (1) Given the reactants [N:1]1([C:7]([O:9][CH:10](Cl)[CH3:11])=[O:8])[CH2:6][CH2:5][O:4][CH2:3][CH2:2]1.[Cl:13][C:14]1[C:15]([F:54])=[C:16]([C@@H:20]2[C@:24]([C:27]3[CH:32]=[CH:31][C:30]([Cl:33])=[CH:29][C:28]=3[F:34])([C:25]#[N:26])[C@H:23]([CH2:35][C:36]([CH3:39])([CH3:38])[CH3:37])[NH:22][C@H:21]2[C:40]([NH:42][C:43]2[CH:51]=[CH:50][C:46]([C:47]([OH:49])=[O:48])=[CH:45][C:44]=2[O:52][CH3:53])=[O:41])[CH:17]=[CH:18][CH:19]=1.C(=O)([O-])[O-].[Cs+].[Cs+], predict the reaction product. The product is: [N:1]1([C:7]([O:9][CH:10]([O:49][C:47](=[O:48])[C:46]2[CH:50]=[CH:51][C:43]([NH:42][C:40]([C@H:21]3[C@H:20]([C:16]4[CH:17]=[CH:18][CH:19]=[C:14]([Cl:13])[C:15]=4[F:54])[C@:24]([C:27]4[CH:32]=[CH:31][C:30]([Cl:33])=[CH:29][C:28]=4[F:34])([C:25]#[N:26])[C@H:23]([CH2:35][C:36]([CH3:38])([CH3:39])[CH3:37])[NH:22]3)=[O:41])=[C:44]([O:52][CH3:53])[CH:45]=2)[CH3:11])=[O:8])[CH2:6][CH2:5][O:4][CH2:3][CH2:2]1. (2) Given the reactants Cl[C:2]1[C:7]([NH2:8])=[CH:6][C:5]([C:9]2[CH:14]=[CH:13][N:12]=[CH:11][N:10]=2)=[C:4]([C:15]2[O:16][CH:17]=[CH:18][CH:19]=2)[N:3]=1.[NH3:20], predict the reaction product. The product is: [O:16]1[CH:17]=[CH:18][CH:19]=[C:15]1[C:4]1[N:3]=[C:2]([NH2:20])[C:7]([NH2:8])=[CH:6][C:5]=1[C:9]1[CH:14]=[CH:13][N:12]=[CH:11][N:10]=1. (3) The product is: [Cl:1][C:2]([F:33])([F:34])[O:3][C:4]1[C:5]([N:38]2[CH2:39][CH2:40][N:35]([C:41]3[N:42]=[CH:43][CH:44]=[CH:45][N:46]=3)[CH2:36][CH2:37]2)=[C:6]([F:31])[CH:7]=[C:8]2[C:13]=1[N:12]([C:14]1[CH:15]=[CH:16][C:17]([CH2:20][N:21]([CH2:23][CH3:24])[CH3:22])=[CH:18][CH:19]=1)[CH:11]=[C:10]([C:25]([OH:27])=[O:26])[C:9]2=[O:30]. Given the reactants [Cl:1][C:2]([F:34])([F:33])[O:3][C:4]1[C:5](F)=[C:6]([F:31])[CH:7]=[C:8]2[C:13]=1[N:12]([C:14]1[CH:19]=[CH:18][C:17]([CH2:20][N:21]([CH2:23][CH3:24])[CH3:22])=[CH:16][CH:15]=1)[CH:11]=[C:10]([C:25]([O:27]CC)=[O:26])[C:9]2=[O:30].[N:35]1([C:41]2[N:46]=[CH:45][CH:44]=[CH:43][N:42]=2)[CH2:40][CH2:39][NH:38][CH2:37][CH2:36]1, predict the reaction product. (4) Given the reactants [NH2:1][C:2]1[N:7]=[C:6]([CH3:8])[C:5]([CH2:9][C:10]2[CH:15]=[CH:14][C:13]([CH2:16][C:17]#N)=[CH:12][C:11]=2[O:19][CH3:20])=[C:4]([NH:21][CH2:22][CH2:23][CH2:24][CH2:25][CH3:26])[N:3]=1.S(=O)(=O)(O)[OH:28].[C:32]([O-])(O)=[O:33].[Na+], predict the reaction product. The product is: [NH2:1][C:2]1[N:7]=[C:6]([CH3:8])[C:5]([CH2:9][C:10]2[CH:15]=[CH:14][C:13]([CH2:16][C:17]([O:33][CH3:32])=[O:28])=[CH:12][C:11]=2[O:19][CH3:20])=[C:4]([NH:21][CH2:22][CH2:23][CH2:24][CH2:25][CH3:26])[N:3]=1. (5) Given the reactants C(OC([N:8]1[CH2:13][CH2:12][CH:11]([NH:14][CH2:15][C:16]2[CH:21]=[C:20]([N+:22]([O-:24])=[O:23])[C:19]([OH:25])=[C:18]([O:26][CH3:27])[CH:17]=2)[CH2:10][CH2:9]1)=O)(C)(C)C.Cl, predict the reaction product. The product is: [CH3:27][O:26][C:18]1[CH:17]=[C:16]([CH2:15][NH:14][CH:11]2[CH2:10][CH2:9][NH:8][CH2:13][CH2:12]2)[CH:21]=[C:20]([N+:22]([O-:24])=[O:23])[C:19]=1[OH:25].